From a dataset of Reaction yield outcomes from USPTO patents with 853,638 reactions. Predict the reaction yield, written as a fraction of the theoretical maximum amount of product (1.0 means a 100% yield; for example, 0.34 means a 34% yield). (1) The reactants are N1C=CC=CC=1.ClC(Cl)(O[C:11](=[O:17])[O:12][C:13](Cl)(Cl)Cl)Cl.OC[C@:21]1([CH3:32])[O:25][C:24]2=[N:26][C:27]([N+:29]([O-:31])=[O:30])=[CH:28][N:23]2[CH2:22]1.[Cl:33][C:34]1[CH:39]=[CH:38][C:37]([NH:40][C:41]2[CH:46]=[CH:45][C:44]([Cl:47])=[CH:43][CH:42]=2)=[CH:36][CH:35]=1.Cl. The catalyst is C(Cl)Cl. The product is [Cl:33][C:34]1[CH:39]=[CH:38][C:37]([N:40]([C:41]2[CH:46]=[CH:45][C:44]([Cl:47])=[CH:43][CH:42]=2)[C:11](=[O:17])[O:12][CH2:13][C@:21]2([CH3:32])[O:25][C:24]3=[N:26][C:27]([N+:29]([O-:31])=[O:30])=[CH:28][N:23]3[CH2:22]2)=[CH:36][CH:35]=1. The yield is 0.120. (2) The reactants are [F:1][C:2]1[CH:15]=[CH:14][C:13]([O:16][CH3:17])=[CH:12][C:3]=1[CH:4]=[C:5]1[S:9]C(=S)N[C:6]1=[O:11].[OH-:18].[Na+]. The yield is 1.00. No catalyst specified. The product is [F:1][C:2]1[CH:15]=[CH:14][C:13]([O:16][CH3:17])=[CH:12][C:3]=1/[CH:4]=[C:5](\[SH:9])/[C:6]([OH:18])=[O:11]. (3) The reactants are [F:1][C:2]1[CH:3]=[C:4]([N:9]2[CH2:13][CH:12]([CH2:14][OH:15])[O:11][C:10]2=[O:16])[CH:5]=[CH:6][C:7]=1[I:8].[O:17]1[CH:21]=[CH:20][C:19](O)=[N:18]1.C1(P(C2C=CC=CC=2)C2C=CC=CC=2)C=CC=CC=1.N(C(OC(C)C)=O)=NC(OC(C)C)=O. The catalyst is C1COCC1. The product is [F:1][C:2]1[CH:3]=[C:4]([N:9]2[CH2:13][CH:12]([CH2:14][O:15][C:19]3[CH:20]=[CH:21][O:17][N:18]=3)[O:11][C:10]2=[O:16])[CH:5]=[CH:6][C:7]=1[I:8]. The yield is 0.840.